From a dataset of Forward reaction prediction with 1.9M reactions from USPTO patents (1976-2016). Predict the product of the given reaction. (1) The product is: [C:1]([O:8][CH2:17][CH2:18][CH2:19][CH2:20][CH3:21])(=[O:7])[CH2:2][CH2:3][C:4]([CH3:6])=[O:5]. Given the reactants [C:1]([OH:8])(=[O:7])[CH2:2][CH2:3][C:4]([CH3:6])=[O:5].C(O)=O.S(=O)(=O)(O)O.[CH2:17]=[CH:18][CH2:19][CH2:20][CH3:21].C=CCC, predict the reaction product. (2) Given the reactants BrC1C=CC(C(C)C[NH:10][S:11]([CH:14]([CH3:16])[CH3:15])(=[O:13])=[O:12])=CC=1.B1(B2O[C:30]([CH3:33])([CH3:32])[C:29]([CH3:35])([CH3:34])O2)O[C:30]([CH3:33])([CH3:32])[C:29]([CH3:35])([CH3:34])O1.C(Cl)Cl.[CH3:39][C:40]([O-])=O.[K+].Br[C:45]1[CH:51]=[CH:50][C:48]([NH2:49])=[C:47]([N+:52]([O-:54])=[O:53])[CH:46]=1.[C:55]([O-])([O-])=O.[Na+].[Na+], predict the reaction product. The product is: [NH2:49][C:48]1[CH:50]=[CH:51][C:45]([C:40]2[CH:39]=[CH:34][C:29]([CH:30]([CH3:32])[CH2:33][CH2:15][CH:14]([S:11]([NH2:10])(=[O:13])=[O:12])[CH3:16])=[CH:35][CH:55]=2)=[CH:46][C:47]=1[N+:52]([O-:54])=[O:53]. (3) Given the reactants [N:1]1[CH:6]=[CH:5][CH:4]=[C:3]([CH:7]([C:11]2[CH:12]=[N:13][CH:14]=[CH:15][CH:16]=2)[CH2:8][C:9]#[CH:10])[CH:2]=1.Cl[CH2:18][C:19]1[NH:20][C:21]2[CH:27]=[CH:26][CH:25]=[CH:24][C:22]=2[N:23]=1.[N-:28]=[N+:29]=[N-:30].[Na+].C(O)(C)(C)C, predict the reaction product. The product is: [N:1]1[CH:6]=[CH:5][CH:4]=[C:3]([CH:7]([C:11]2[CH:12]=[N:13][CH:14]=[CH:15][CH:16]=2)[CH2:8][C:9]2[N:28]=[N:29][N:30]([CH2:18][C:19]3[NH:20][C:21]4[CH:27]=[CH:26][CH:25]=[CH:24][C:22]=4[N:23]=3)[CH:10]=2)[CH:2]=1. (4) Given the reactants [OH:1][C:2]1[CH:3]=[N:4][CH:5]=[CH:6][CH:7]=1.Cl[CH2:9][C:10]([N:12]1[CH2:17][CH2:16][N:15]([S:18]([C:21]2[CH:30]=[CH:29][C:28]3[C:23](=[CH:24][CH:25]=[CH:26][CH:27]=3)[CH:22]=2)(=[O:20])=[O:19])[CH2:14][CH2:13]1)=[O:11].C(=O)([O-])[O-].[K+].[K+].O, predict the reaction product. The product is: [CH:22]1[C:23]2[C:28](=[CH:27][CH:26]=[CH:25][CH:24]=2)[CH:29]=[CH:30][C:21]=1[S:18]([N:15]1[CH2:14][CH2:13][N:12]([C:10](=[O:11])[CH2:9][O:1][C:2]2[CH:3]=[N:4][CH:5]=[CH:6][CH:7]=2)[CH2:17][CH2:16]1)(=[O:20])=[O:19]. (5) Given the reactants [NH2:1][C:2]1[CH:14]=[C:13]2[C:5]([C:6]3[C:7]([C:18]4[CH:23]=[CH:22][CH:21]=[CH:20][C:19]=4[F:24])=[CH:8][CH:9]=[C:10]([C:15]([NH2:17])=[O:16])[C:11]=3[NH:12]2)=[CH:4][CH:3]=1.[CH:25]([S:27]([CH:30]=[CH2:31])(=[O:29])=[O:28])=[CH2:26], predict the reaction product. The product is: [F:24][C:19]1[CH:20]=[CH:21][CH:22]=[CH:23][C:18]=1[C:7]1[C:6]2[C:5]3[C:13](=[CH:14][C:2]([N:1]4[CH2:31][CH2:30][S:27](=[O:29])(=[O:28])[CH2:25][CH2:26]4)=[CH:3][CH:4]=3)[NH:12][C:11]=2[C:10]([C:15]([NH2:17])=[O:16])=[CH:9][CH:8]=1. (6) Given the reactants C(N(S(F)(F)[F:7])CC)C.[CH3:10][O:11][C:12](=[O:33])[C@@H:13]([C@H:23](O)[C:24]([N:26]1[CH2:31][CH2:30][O:29][CH2:28][CH2:27]1)=[O:25])[CH2:14][CH2:15][CH2:16][C:17]1[CH:22]=[CH:21][CH:20]=[CH:19][CH:18]=1, predict the reaction product. The product is: [CH3:10][O:11][C:12](=[O:33])[C@@H:13]([C@@H:23]([F:7])[C:24]([N:26]1[CH2:31][CH2:30][O:29][CH2:28][CH2:27]1)=[O:25])[CH2:14][CH2:15][CH2:16][C:17]1[CH:22]=[CH:21][CH:20]=[CH:19][CH:18]=1. (7) Given the reactants [Cl:1][C:2]1[N:7]=[C:6]([C:8]([F:11])([F:10])[F:9])[C:5]([C:12](Cl)=[O:13])=[CH:4][N:3]=1.[CH:15]1([CH2:21][NH2:22])[CH2:20][CH2:19][CH2:18][CH2:17][CH2:16]1.C(N(CC)CC)C, predict the reaction product. The product is: [CH:15]1([CH2:21][NH:22][C:12]([C:5]2[C:6]([C:8]([F:11])([F:10])[F:9])=[N:7][C:2]([Cl:1])=[N:3][CH:4]=2)=[O:13])[CH2:20][CH2:19][CH2:18][CH2:17][CH2:16]1. (8) The product is: [F:8][C:9]1[CH:10]=[C:11]([CH:15]=[CH:16][CH:17]=1)[CH2:12][CH2:13][NH:14][CH2:2][C:3]([O:5][CH2:6][CH3:7])=[O:4]. Given the reactants Br[CH2:2][C:3]([O:5][CH2:6][CH3:7])=[O:4].[F:8][C:9]1[CH:10]=[C:11]([CH:15]=[CH:16][CH:17]=1)[CH2:12][CH2:13][NH2:14], predict the reaction product. (9) Given the reactants [NH2:1][C:2]1[CH:15]=[CH:14][C:5]2[S:6][C:7]([C:9]([O:11][CH2:12][CH3:13])=[O:10])=[CH:8][C:4]=2[CH:3]=1.[CH3:16][C:17]([O:20][C:21](O[C:21]([O:20][C:17]([CH3:19])([CH3:18])[CH3:16])=[O:22])=[O:22])([CH3:19])[CH3:18], predict the reaction product. The product is: [C:17]([O:20][C:21]([NH:1][C:2]1[CH:15]=[CH:14][C:5]2[S:6][C:7]([C:9]([O:11][CH2:12][CH3:13])=[O:10])=[CH:8][C:4]=2[CH:3]=1)=[O:22])([CH3:19])([CH3:18])[CH3:16]. (10) Given the reactants [O-][Mn](=O)(=O)=O.[K+].[F:7][CH:8]([F:49])[C:9]1[N:13]([C:14]2[N:19]=[C:18]([N:20]3[CH2:25][CH2:24][O:23][CH2:22][CH2:21]3)[N:17]=[C:16]([N:26]3[CH2:31][CH2:30][N:29]([S:32]([CH2:35][CH2:36][N:37]4[CH2:42][CH2:41]S[CH2:39][CH2:38]4)(=O)=[O:33])[CH2:28][CH2:27]3)[N:15]=2)[C:12]2[CH:43]=[CH:44][CH:45]=[C:46]([O:47][CH3:48])[C:11]=2[N:10]=1.[O-:50][S:51]([O-:53])=O.[Na+].[Na+].[OH2:56], predict the reaction product. The product is: [F:49][CH:8]([F:7])[C:9]1[N:13]([C:14]2[N:15]=[C:16]([N:26]3[CH2:31][CH2:30][N:29]([S:32]([CH2:35][CH2:36][N:37]4[CH2:38][CH2:39][S:51](=[O:53])(=[O:50])[CH2:41][CH2:42]4)(=[O:33])=[O:56])[CH2:28][CH2:27]3)[N:17]=[C:18]([N:20]3[CH2:21][CH2:22][O:23][CH2:24][CH2:25]3)[N:19]=2)[C:12]2[CH:43]=[CH:44][CH:45]=[C:46]([O:47][CH3:48])[C:11]=2[N:10]=1.